Dataset: Full USPTO retrosynthesis dataset with 1.9M reactions from patents (1976-2016). Task: Predict the reactants needed to synthesize the given product. (1) Given the product [OH:17][CH:18]1[CH2:23][CH2:22][N:21]([CH2:2][C:3]2[CH:12]=[CH:11][C:6]([C:7]([O:9][CH3:10])=[O:8])=[CH:5][C:4]=2[O:13][CH:14]([CH3:16])[CH3:15])[CH2:20][CH2:19]1, predict the reactants needed to synthesize it. The reactants are: Br[CH2:2][C:3]1[CH:12]=[CH:11][C:6]([C:7]([O:9][CH3:10])=[O:8])=[CH:5][C:4]=1[O:13][CH:14]([CH3:16])[CH3:15].[OH:17][CH:18]1[CH2:23][CH2:22][NH:21][CH2:20][CH2:19]1.C(=O)([O-])[O-].[K+].[K+].CN(C)C=O. (2) The reactants are: [Br:1]Br.[CH3:3][C:4]1([C:11]2[CH:16]=[CH:15][CH:14]=[CH:13][CH:12]=2)[CH2:9][CH2:8][CH2:7][CH2:6][C:5]1=[O:10]. Given the product [Br:1][CH:6]1[C:5](=[O:10])[C:4]([CH3:3])([C:11]2[CH:12]=[CH:13][CH:14]=[CH:15][CH:16]=2)[CH2:9][CH2:8][CH2:7]1, predict the reactants needed to synthesize it. (3) Given the product [CH3:23][N:17]1[CH2:16][C:15]2[C:19](=[CH:20][CH:21]=[C:13]([C:11]3[S:12][C:8]([C:4]4[CH:3]=[C:2]([NH:1][S:30]([C:25]5[CH:26]=[CH:27][CH:28]=[CH:29][N:24]=5)(=[O:32])=[O:31])[CH:7]=[N:6][CH:5]=4)=[CH:9][CH:10]=3)[CH:14]=2)[C:18]1=[O:22], predict the reactants needed to synthesize it. The reactants are: [NH2:1][C:2]1[CH:3]=[C:4]([C:8]2[S:12][C:11]([C:13]3[CH:14]=[C:15]4[C:19](=[CH:20][CH:21]=3)[C:18](=[O:22])[N:17]([CH3:23])[CH2:16]4)=[CH:10][CH:9]=2)[CH:5]=[N:6][CH:7]=1.[N:24]1[CH:29]=[CH:28][CH:27]=[CH:26][C:25]=1[S:30](Cl)(=[O:32])=[O:31].